This data is from Catalyst prediction with 721,799 reactions and 888 catalyst types from USPTO. The task is: Predict which catalyst facilitates the given reaction. (1) Reactant: [CH2:1]([C:7]1[CH:11]=[CH:10][S:9][C:8]=1[C:12]1[S:13][C:14]([C:17]2[S:18][C:19]([C:22]3[S:23][CH:24]=[CH:25][C:26]=3[CH2:27][CH2:28][CH2:29][CH2:30][CH2:31][CH3:32])=[CH:20][CH:21]=2)=[CH:15][CH:16]=1)[CH2:2][CH2:3][CH2:4][CH2:5][CH3:6].CN(C)[CH:35]=[O:36].O=P(Cl)(Cl)Cl.C([O-])(=O)C.[Na+]. Product: [CH2:1]([C:7]1[CH:11]=[C:10]([CH:35]=[O:36])[S:9][C:8]=1[C:12]1[S:13][C:14]([C:17]2[S:18][C:19]([C:22]3[S:23][CH:24]=[CH:25][C:26]=3[CH2:27][CH2:28][CH2:29][CH2:30][CH2:31][CH3:32])=[CH:20][CH:21]=2)=[CH:15][CH:16]=1)[CH2:2][CH2:3][CH2:4][CH2:5][CH3:6]. The catalyst class is: 344. (2) Reactant: [NH2:1][CH2:2][CH:3]([C:5]1[CH:10]=[CH:9][CH:8]=[CH:7][CH:6]=1)[OH:4].[O:11]1CCC[CH2:12]1. Product: [C:5]1([CH:3]2[O:4][C:12](=[O:11])[NH:1][CH2:2]2)[CH:10]=[CH:9][CH:8]=[CH:7][CH:6]=1. The catalyst class is: 6. (3) Reactant: [CH:1]1([NH:4][C:5](=O)[CH2:6][CH2:7][C:8]2[CH:13]=[CH:12][C:11]([F:14])=[CH:10][CH:9]=2)[CH2:3][CH2:2]1.[Li].O.O.O.O.O.O.O.O.O.O.S([O-])([O-])(=O)=O.[Na+].[Na+]. Product: [CH:1]1([NH:4][CH2:5][CH2:6][CH2:7][C:8]2[CH:9]=[CH:10][C:11]([F:14])=[CH:12][CH:13]=2)[CH2:2][CH2:3]1.[CH2:1]([NH:4][CH2:5][CH2:6][CH2:7][C:8]1[CH:9]=[CH:10][C:11]([F:14])=[CH:12][CH:13]=1)[CH2:2][CH3:3]. The catalyst class is: 7. (4) Reactant: C([O:4][CH:5](OC(=O)C)[C:6]1[CH:11]=[CH:10][C:9]([S:12]([N:15]2[CH2:20][CH2:19][O:18][CH2:17][CH2:16]2)(=[O:14])=[O:13])=[CH:8][CH:7]=1)(=O)C.C(=O)([O-])[O-].[K+].[K+]. Product: [O:18]1[CH2:19][CH2:20][N:15]([S:12]([C:9]2[CH:8]=[CH:7][C:6]([CH:5]=[O:4])=[CH:11][CH:10]=2)(=[O:14])=[O:13])[CH2:16][CH2:17]1. The catalyst class is: 5. (5) Reactant: [CH3:1][C:2](C)=O.[F:5][C:6]1[C:15]2[C:10](=[CH:11][CH:12]=[C:13]([F:17])[C:14]=2[F:16])[CH:9]=[CH:8][C:7]=1[OH:18].C(=O)([O-])[O-].[K+].[K+].C(I)C. Product: [CH2:1]([O:18][C:7]1[CH:8]=[CH:9][C:10]2[C:15](=[C:14]([F:16])[C:13]([F:17])=[CH:12][CH:11]=2)[C:6]=1[F:5])[CH3:2]. The catalyst class is: 11. (6) Reactant: [CH2:1]([O:5][C:6]1[C:15]2[C:10](=[CH:11][CH:12]=[C:13]([C:16](O)=[O:17])[CH:14]=2)[C:9](=[O:19])[N:8]([CH2:20][CH:21]([CH3:23])[CH3:22])[C:7]=1[CH2:24][NH:25][C:26]([O:28][C:29]([CH3:32])([CH3:31])[CH3:30])=[O:27])[CH2:2][CH2:3][CH3:4].CN1CCOCC1.ClC(OCC)=O.[BH4-].[Na+]. Product: [CH2:1]([O:5][C:6]1[C:15]2[C:10](=[CH:11][CH:12]=[C:13]([CH2:16][OH:17])[CH:14]=2)[C:9](=[O:19])[N:8]([CH2:20][CH:21]([CH3:22])[CH3:23])[C:7]=1[CH2:24][NH:25][C:26](=[O:27])[O:28][C:29]([CH3:31])([CH3:30])[CH3:32])[CH2:2][CH2:3][CH3:4]. The catalyst class is: 30. (7) Reactant: [NH:1]1[C:7]2[CH:8]=[CH:9][CH:10]=[CH:11][C:6]=2[CH2:5][CH2:4][CH2:3][CH2:2]1.[C:12]([C:14]1[CH:22]=[CH:21][C:17]([C:18](O)=[O:19])=[CH:16][C:15]=1[CH3:23])#[N:13].C(N(CC)CC)C. Product: [C:12]([C:14]1[CH:22]=[CH:21][C:17]([C:18]([N:1]2[C:7]3[CH:8]=[CH:9][CH:10]=[CH:11][C:6]=3[CH2:5][CH2:4][CH2:3][CH2:2]2)=[O:19])=[CH:16][C:15]=1[CH3:23])#[N:13]. The catalyst class is: 112.